Dataset: Catalyst prediction with 721,799 reactions and 888 catalyst types from USPTO. Task: Predict which catalyst facilitates the given reaction. (1) Reactant: Cl.Cl[CH2:3][CH2:4][NH:5][CH2:6][CH2:7]Cl.[F:9][C:10]1[CH:18]=[CH:17][C:13]([CH2:14][C:15]#[N:16])=[CH:12][CH:11]=1.[H-].[Na+]. Product: [F:9][C:10]1[CH:18]=[CH:17][C:13]([C:14]2([C:15]#[N:16])[CH2:7][CH2:6][NH:5][CH2:4][CH2:3]2)=[CH:12][CH:11]=1. The catalyst class is: 3. (2) Reactant: [CH3:1][N:2]1[CH:7]=[C:6]([CH2:8][C:9]2[CH:10]=[N:11][C:12]([O:15][CH3:16])=[N:13][CH:14]=2)[C:5](=[O:17])[N:4]=[C:3]1[NH:18][N+]([O-])=O.[Cl:22][C:23]1[CH:28]=[CH:27][C:26]([O:29][C:30]2[CH:35]=[CH:34][C:33]([CH2:36][CH2:37]N)=[CH:32][CH:31]=2)=[CH:25][C:24]=1[C:39]([F:42])([F:41])[F:40].[Cl:22][C:23]1[CH:28]=[CH:27][C:26]([O:29][C:30]2[CH:31]=[CH:32][C:33]([CH2:36][CH2:37]N)=[CH:34][CH:35]=2)=[CH:25][C:24]=1[C:39]([F:40])([F:41])[F:42]. Product: [Cl:22][C:23]1[CH:28]=[CH:27][C:26]([O:29][C:30]2[CH:31]=[CH:32][C:33]([CH2:36][CH2:37][NH:18][C:3]3[N:2]([CH3:1])[CH:7]=[C:6]([CH2:8][C:9]4[CH:10]=[N:11][C:12]([O:15][CH3:16])=[N:13][CH:14]=4)[C:5](=[O:17])[N:4]=3)=[CH:34][CH:35]=2)=[CH:25][C:24]=1[C:39]([F:40])([F:41])[F:42]. The catalyst class is: 8. (3) Reactant: [CH2:1]1[C:10]2[C:5](=[CH:6][CH:7]=[C:8]([OH:11])[CH:9]=2)[CH2:4][CH2:3][NH:2]1.CO[C:14]1[CH:19]=[CH:18][CH:17]=[C:16](OC)[CH:15]=1.FC(F)(F)C(O)=O. Product: [C:14]1([C:9]2[C:8]([OH:11])=[CH:7][CH:6]=[C:5]3[C:10]=2[CH2:1][NH:2][CH2:3][CH2:4]3)[CH:19]=[CH:18][CH:17]=[CH:16][CH:15]=1. The catalyst class is: 15. (4) Reactant: [Br:1][C:2]1[CH:3]=[C:4]([C:9]2[O:13][N:12]=[CH:11][C:10]=2[C:14](OCC)=[O:15])[CH:5]=[CH:6][C:7]=1[Cl:8].[H-].C([Al+]CC(C)C)C(C)C.Cl. Product: [Br:1][C:2]1[CH:3]=[C:4]([C:9]2[O:13][N:12]=[CH:11][C:10]=2[CH2:14][OH:15])[CH:5]=[CH:6][C:7]=1[Cl:8]. The catalyst class is: 7. (5) Product: [CH2:29]([O:28][C:13]1[CH:12]=[C:11]([CH:16]=[CH:15][C:14]=1[NH:17][S:18]([C:21]1[CH:22]=[CH:23][C:24]([CH3:27])=[CH:25][CH:26]=1)(=[O:20])=[O:19])[O:10][C:8]1[CH:7]=[CH:6][C:5]([NH:31][S:32]([C:35]2[CH:36]=[CH:37][C:38]([CH3:41])=[CH:39][CH:40]=2)(=[O:34])=[O:33])=[C:4]([CH:9]=1)[C:3]([OH:42])=[O:2])[CH3:30]. The catalyst class is: 90. Reactant: C[O:2][C:3](=[O:42])[C:4]1[CH:9]=[C:8]([O:10][C:11]2[CH:16]=[CH:15][C:14]([NH:17][S:18]([C:21]3[CH:26]=[CH:25][C:24]([CH3:27])=[CH:23][CH:22]=3)(=[O:20])=[O:19])=[C:13]([O:28][CH2:29][CH3:30])[CH:12]=2)[CH:7]=[CH:6][C:5]=1[NH:31][S:32]([C:35]1[CH:40]=[CH:39][C:38]([CH3:41])=[CH:37][CH:36]=1)(=[O:34])=[O:33]. (6) Reactant: [Cl:1][C:2]1[CH:3]=[CH:4][CH:5]=[C:6]2[C:11]=1[N:10]=[N:9][C:8]([C:12]1[CH:17]=[CH:16][CH:15]=[CH:14][CH:13]=1)=[C:7]2O.P(Br)(Br)([Br:21])=O.[OH-].[NH4+]. Product: [Br:21][C:7]1[C:6]2[C:11](=[C:2]([Cl:1])[CH:3]=[CH:4][CH:5]=2)[N:10]=[N:9][C:8]=1[C:12]1[CH:17]=[CH:16][CH:15]=[CH:14][CH:13]=1. The catalyst class is: 3. (7) Reactant: [Cl:1][C:2]1[CH:3]=[C:4]([CH:27]=[CH:28][C:29]=1[Cl:30])[CH2:5][N:6]1[CH2:11][CH2:10][O:9][CH:8]([CH2:12][NH:13][C:14](=[O:26])[CH2:15][C:16]2[CH:17]=[C:18]([CH:23]=[CH:24][CH:25]=2)[C:19]([O:21]C)=[O:20])[CH2:7]1.[OH-].[Na+].Cl. Product: [CH2:5]([N:6]([CH2:11][CH3:10])[CH2:7][CH3:8])[CH3:4].[Cl:1][C:2]1[CH:3]=[C:4]([CH:27]=[CH:28][C:29]=1[Cl:30])[CH2:5][N:6]1[CH2:11][CH2:10][O:9][CH:8]([CH2:12][NH:13][C:14](=[O:26])[CH2:15][C:16]2[CH:17]=[C:18]([CH:23]=[CH:24][CH:25]=2)[C:19]([OH:21])=[O:20])[CH2:7]1. The catalyst class is: 72. (8) Reactant: [N:1]1([CH2:6][CH2:7][O:8][C:9]2[CH:14]=[CH:13][C:12]([NH:15][CH2:16][C:17]3[CH:22]=[CH:21][C:20]([O:23][S:24]([C:27]4[CH:32]=[CH:31][C:30]([CH3:33])=[CH:29][CH:28]=4)(=[O:26])=[O:25])=[CH:19][CH:18]=3)=[CH:11][CH:10]=2)[CH2:5][CH2:4][CH2:3][CH2:2]1.C(N(CC)CC)C.[CH:41]1([C:47](Cl)=[O:48])[CH2:46][CH2:45][CH2:44][CH2:43][CH2:42]1.C(=O)(O)[O-].[Na+]. Product: [CH:41]1([C:47]([N:15]([CH2:16][C:17]2[CH:22]=[CH:21][C:20]([O:23][S:24]([C:27]3[CH:28]=[CH:29][C:30]([CH3:33])=[CH:31][CH:32]=3)(=[O:26])=[O:25])=[CH:19][CH:18]=2)[C:12]2[CH:13]=[CH:14][C:9]([O:8][CH2:7][CH2:6][N:1]3[CH2:2][CH2:3][CH2:4][CH2:5]3)=[CH:10][CH:11]=2)=[O:48])[CH2:46][CH2:45][CH2:44][CH2:43][CH2:42]1. The catalyst class is: 2.